This data is from Catalyst prediction with 721,799 reactions and 888 catalyst types from USPTO. The task is: Predict which catalyst facilitates the given reaction. (1) Reactant: [CH2:1]([O:8][C:9]1[C:14]([C:15]2[CH:36]=[C:35]([C:37]([CH3:40])([CH3:39])[CH3:38])[C:34]([O:41][CH3:42])=[CH:33][C:16]=2[CH2:17][N:18]2[C@H:22]([C:23](C)(C)[O:24][SiH2]C(C)(C)C)[CH2:21][CH2:20][C:19]2=[O:32])=[CH:13][CH:12]=[CH:11][N:10]=1)[C:2]1[CH:7]=[CH:6][CH:5]=[CH:4][CH:3]=1.Cl. Product: [CH2:1]([O:8][C:9]1[C:14]([C:15]2[CH:36]=[C:35]([C:37]([CH3:38])([CH3:40])[CH3:39])[C:34]([O:41][CH3:42])=[CH:33][C:16]=2[CH2:17][N:18]2[C@H:22]([CH2:23][OH:24])[CH2:21][CH2:20][C:19]2=[O:32])=[CH:13][CH:12]=[CH:11][N:10]=1)[C:2]1[CH:3]=[CH:4][CH:5]=[CH:6][CH:7]=1. The catalyst class is: 1. (2) Reactant: CO[C:3]([CH:5]1[CH2:10][CH2:9][CH2:8][CH2:7][N:6]1[CH2:11][C:12]1[CH:17]=[CH:16][CH:15]=[CH:14][N:13]=1)=[O:4].O[NH:19][C:20](=[NH:29])[C:21]1[CH:26]=[CH:25][CH:24]=[C:23]([O:27][CH3:28])[CH:22]=1.CC(C)([O-])C.[Na+]. Product: [CH3:28][O:27][C:23]1[CH:22]=[C:21]([C:20]2[N:19]=[C:3]([CH:5]3[CH2:10][CH2:9][CH2:8][CH2:7][N:6]3[CH2:11][C:12]3[CH:17]=[CH:16][CH:15]=[CH:14][N:13]=3)[O:4][N:29]=2)[CH:26]=[CH:25][CH:24]=1. The catalyst class is: 451. (3) Reactant: [OH-].[Na+].[F:3][C:4]1[CH:9]=[CH:8][C:7]([C:10]2[C:15](/[CH:16]=[CH:17]/[C@@H:18]([OH:26])[CH2:19][C@@H:20]([OH:25])[CH2:21][C:22]([O-:24])=[O:23])=[C:14]([CH:27]([CH3:29])[CH3:28])[N:13]=[C:12]([N:30]([CH3:35])[S:31]([CH3:34])(=[O:33])=[O:32])[N:11]=2)=[CH:6][CH:5]=1.C[NH3+].S([O-])([O-])(=O)=O.[Mg+2:43]. Product: [F:3][C:4]1[CH:9]=[CH:8][C:7]([C:10]2[C:15](/[CH:16]=[CH:17]/[C@@H:18]([OH:26])[CH2:19][C@@H:20]([OH:25])[CH2:21][C:22]([O-:24])=[O:23])=[C:14]([CH:27]([CH3:29])[CH3:28])[N:13]=[C:12]([N:30]([CH3:35])[S:31]([CH3:34])(=[O:33])=[O:32])[N:11]=2)=[CH:6][CH:5]=1.[Mg+2:43].[F:3][C:4]1[CH:9]=[CH:8][C:7]([C:10]2[C:15](/[CH:16]=[CH:17]/[C@@H:18]([OH:26])[CH2:19][C@@H:20]([OH:25])[CH2:21][C:22]([O-:24])=[O:23])=[C:14]([CH:27]([CH3:29])[CH3:28])[N:13]=[C:12]([N:30]([S:31]([CH3:34])(=[O:33])=[O:32])[CH3:35])[N:11]=2)=[CH:6][CH:5]=1. The catalyst class is: 6. (4) Reactant: [CH:1]([C:4]1[CH:24]=[CH:23][C:7]([O:8][CH2:9][C:10]([NH:12][C:13]2[CH:14]=[C:15]([CH:20]=[CH:21][CH:22]=2)[C:16]([O:18]C)=[O:17])=[O:11])=[CH:6][C:5]=1[CH3:25])([CH3:3])[CH3:2].[I-].[Li+]. Product: [CH:1]([C:4]1[CH:24]=[CH:23][C:7]([O:8][CH2:9][C:10]([NH:12][C:13]2[CH:14]=[C:15]([CH:20]=[CH:21][CH:22]=2)[C:16]([OH:18])=[O:17])=[O:11])=[CH:6][C:5]=1[CH3:25])([CH3:3])[CH3:2]. The catalyst class is: 17.